From a dataset of Forward reaction prediction with 1.9M reactions from USPTO patents (1976-2016). Predict the product of the given reaction. (1) Given the reactants Br[C:2]1[CH:3]=[C:4]([CH:22]=[CH:23][C:24]=1[CH3:25])[C:5]([NH:7][C:8]1[CH:13]=[CH:12][C:11]([CH2:14][N:15]([CH3:17])[CH3:16])=[C:10]([C:18]([F:21])([F:20])[F:19])[CH:9]=1)=[O:6].Br[C:27]1[CH:28]=[C:29]2[C:34](=[CH:35][CH:36]=1)[CH:33]=[N:32][N:31]=[CH:30]2.N, predict the reaction product. The product is: [CH3:16][N:15]([CH2:14][C:11]1[CH:12]=[CH:13][C:8]([NH:7][C:5](=[O:6])[C:4]2[CH:22]=[CH:23][C:24]([CH3:25])=[C:2]([C:27]3[CH:28]=[C:29]4[C:34](=[CH:35][CH:36]=3)[CH:33]=[N:32][N:31]=[CH:30]4)[CH:3]=2)=[CH:9][C:10]=1[C:18]([F:21])([F:20])[F:19])[CH3:17]. (2) Given the reactants Cl[CH2:2][C:3]([NH:5][C:6]1[CH:23]=[CH:22][C:9]2[N:10]=[C:11]([NH:14][CH2:15][C:16]3[O:17][C:18]([CH3:21])=[CH:19][CH:20]=3)[O:12][CH2:13][C:8]=2[CH:7]=1)=[O:4].[CH3:24][N:25]1[CH2:30][CH2:29][NH:28][CH2:27][CH2:26]1, predict the reaction product. The product is: [CH3:21][C:18]1[O:17][C:16]([CH2:15][NH:14][C:11]2[O:12][CH2:13][C:8]3[CH:7]=[C:6]([NH:5][C:3](=[O:4])[CH2:2][N:28]4[CH2:29][CH2:30][N:25]([CH3:24])[CH2:26][CH2:27]4)[CH:23]=[CH:22][C:9]=3[N:10]=2)=[CH:20][CH:19]=1.